This data is from Forward reaction prediction with 1.9M reactions from USPTO patents (1976-2016). The task is: Predict the product of the given reaction. (1) Given the reactants [Cl:1][C:2]1[CH:7]=[C:6]([N+:8]([O-])=O)[CH:5]=[CH:4][C:3]=1[NH:11][C:12]1[C:13]2[CH:20]=[CH:19][NH:18][C:14]=2[N:15]=[CH:16][CH:17]=1, predict the reaction product. The product is: [Cl:1][C:2]1[CH:7]=[C:6]([NH2:8])[CH:5]=[CH:4][C:3]=1[NH:11][C:12]1[CH:17]=[CH:16][N:15]=[C:14]2[NH:18][CH:19]=[CH:20][C:13]=12. (2) Given the reactants [OH:1][C:2]1[CH:9]=[CH:8][C:5]([CH:6]=O)=[CH:4][CH:3]=1.[O:10]=[C:11]([CH2:17][CH3:18])[CH2:12][C:13]([O:15][CH3:16])=[O:14], predict the reaction product. The product is: [OH:1][C:2]1[CH:9]=[CH:8][C:5]([CH2:6][CH:12]([C:11](=[O:10])[CH2:17][CH3:18])[C:13]([O:15][CH3:16])=[O:14])=[CH:4][CH:3]=1. (3) The product is: [NH2:38][C:39]1[CH:34]=[CH:35][C:36]([C:56]([CH3:55])([CH3:57])[CH3:68])=[CH:37][C:78]=1[NH:76][C:31](=[O:32])[CH2:30][CH2:29][CH2:28][CH2:27][N:22]([CH2:21][C@@H:13]1[C@@H:14]2[C@@H:15]([O:16][C:17]([CH3:19])([CH3:20])[O:18]2)[C@H:11]([N:6]2[CH:5]=[N:4][C:3]3[C:7]2=[N:8][CH:9]=[N:10][C:2]=3[NH2:1])[O:12]1)[S:23]([CH3:26])(=[O:24])=[O:25]. Given the reactants [NH2:1][C:2]1[N:10]=[CH:9][N:8]=[C:7]2[C:3]=1[N:4]=[CH:5][N:6]2[C@H:11]1[C@@H:15]2[O:16][C:17]([CH3:20])([CH3:19])[O:18][C@@H:14]2[C@@H:13]([CH2:21][N:22]([CH2:27][CH2:28][CH2:29][CH2:30][C:31](O)=[O:32])[S:23]([CH3:26])(=[O:25])=[O:24])[O:12]1.[CH:34]1[CH:39]=[N:38][C:37]2N(O)N=N[C:36]=2[CH:35]=1.CN(C(ON1N=NC2[CH:55]=[CH:56][CH:57]=NC1=2)=[N+](C)C)C.F[P-](F)(F)(F)(F)F.[CH3:68]CN(CC)CC.C[N:76]([CH:78]=O)C, predict the reaction product. (4) Given the reactants [O:1]=[C:2]1[C:7]2[CH:8]=[CH:9][CH:10]=[CH:11][C:6]=2[S:5][C:4]([C:12]2[CH:17]=[C:16]([CH2:18][CH2:19][NH:20]C(=O)OC(C)(C)C)[CH:15]=[CH:14][N:13]=2)=[N:3]1.[F:28][C:29]([F:34])([F:33])[C:30]([OH:32])=[O:31], predict the reaction product. The product is: [F:28][C:29]([F:34])([F:33])[C:30]([OH:32])=[O:31].[NH2:20][CH2:19][CH2:18][C:16]1[CH:15]=[CH:14][N:13]=[C:12]([C:4]2[S:5][C:6]3[CH:11]=[CH:10][CH:9]=[CH:8][C:7]=3[C:2](=[O:1])[N:3]=2)[CH:17]=1. (5) Given the reactants [Cl:1][C:2]1[N:3]=[C:4]2[CH:12]=[C:11]([Cl:13])[CH:10]=[N:9][C:5]2=[N:6][C:7]=1Cl.O.[NH2:15][NH2:16], predict the reaction product. The product is: [Cl:1][C:2]1[N:3]=[C:4]2[CH:12]=[C:11]([Cl:13])[CH:10]=[N:9][C:5]2=[N:6][C:7]=1[NH:15][NH2:16]. (6) Given the reactants CC1(C)C(C)(C)OB([C:9]2[CH:14]=[CH:13][N:12]=[C:11]3[NH:15][C:16]([CH:18]4[CH2:23][CH2:22][N:21]([C:24]([O:26][C:27]([CH3:30])([CH3:29])[CH3:28])=[O:25])[CH2:20][CH2:19]4)=[CH:17][C:10]=23)O1.Br[C:33]1[N:38]=[C:37]([NH2:39])[CH:36]=[N:35][CH:34]=1.C1(P(C2CCCCC2)C2CCCCC2)CCCCC1.C(=O)([O-])[O-].[Cs+].[Cs+], predict the reaction product. The product is: [NH2:39][C:37]1[N:38]=[C:33]([C:9]2[CH:14]=[CH:13][N:12]=[C:11]3[NH:15][C:16]([CH:18]4[CH2:23][CH2:22][N:21]([C:24]([O:26][C:27]([CH3:30])([CH3:29])[CH3:28])=[O:25])[CH2:20][CH2:19]4)=[CH:17][C:10]=23)[CH:34]=[N:35][CH:36]=1. (7) Given the reactants [CH3:1][N:2]1[CH2:7][CH2:6][C:5](=[N:8][OH:9])[CH2:4][CH2:3]1.IC1C=CC=CC=1.[C:17]([O:20][CH2:21][CH:22]([CH2:27][O:28][C:29](=[O:31])[CH3:30])[CH2:23][C:24]([OH:26])=[O:25])(=[O:19])[CH3:18].[C:17]([O:20][CH2:21][CH:22]([CH2:27][O:28][C:29](=[O:31])[CH3:30])[CH2:23][C:24]([OH:26])=[O:25])(=[O:19])[CH3:18], predict the reaction product. The product is: [C:17]([O:20][CH2:21][CH:22]([CH2:27][O:28][C:29](=[O:31])[CH3:30])[CH2:23][C:24]([O:26][C:5]1([N:8]=[O:9])[CH2:6][CH2:7][N:2]([CH3:1])[CH2:3][CH2:4]1)=[O:25])(=[O:19])[CH3:18]. (8) Given the reactants [N:1]1([S:7]([C:10]2[CH:18]=[CH:17][C:13]([C:14]([OH:16])=O)=[CH:12][CH:11]=2)(=[O:9])=[O:8])[CH2:6][CH2:5][O:4][CH2:3][CH2:2]1.[NH:19]1[CH2:23][CH2:22][CH2:21][C@H:20]1[CH2:24][N:25]1[CH2:29][CH2:28][CH2:27][CH2:26]1, predict the reaction product. The product is: [N:1]1([S:7]([C:10]2[CH:11]=[CH:12][C:13]([C:14]([N:19]3[CH2:23][CH2:22][CH2:21][C@H:20]3[CH2:24][N:25]3[CH2:29][CH2:28][CH2:27][CH2:26]3)=[O:16])=[CH:17][CH:18]=2)(=[O:8])=[O:9])[CH2:2][CH2:3][O:4][CH2:5][CH2:6]1. (9) Given the reactants C([O:8][CH2:9][CH2:10][C:11]1([C:21]#[N:22])[CH2:20][CH2:19][C:14]2([O:18][CH2:17][CH2:16][O:15]2)[CH2:13][CH2:12]1)C1C=CC=CC=1, predict the reaction product. The product is: [OH:8][CH2:9][CH2:10][C:11]1([C:21]#[N:22])[CH2:20][CH2:19][C:14]2([O:18][CH2:17][CH2:16][O:15]2)[CH2:13][CH2:12]1. (10) Given the reactants [N:1]1([C:7]2[N:8]=[C:9]([CH2:14][C:15]([O-:17])=O)[NH:10][C:11](=[O:13])[CH:12]=2)[CH2:6][CH2:5][O:4][CH2:3][CH2:2]1.[Na+].[Cl:19][C:20]1[CH:21]=[C:22]([CH:24]=[C:25]([Cl:28])[C:26]=1[F:27])[NH2:23], predict the reaction product. The product is: [Cl:19][C:20]1[CH:21]=[C:22]([NH:23][C:15](=[O:17])[CH2:14][C:9]2[NH:10][C:11](=[O:13])[CH:12]=[C:7]([N:1]3[CH2:2][CH2:3][O:4][CH2:5][CH2:6]3)[N:8]=2)[CH:24]=[C:25]([Cl:28])[C:26]=1[F:27].